This data is from Catalyst prediction with 721,799 reactions and 888 catalyst types from USPTO. The task is: Predict which catalyst facilitates the given reaction. Reactant: Br[CH2:2][C:3]([N:5]1[CH2:14][CH2:13][C:12]2[C:7](=[CH:8][CH:9]=[C:10]([C:16]3[N:20]=[C:19]([C:21]4[CH:26]=[CH:25][C:24]([O:27][CH:28]([CH3:30])[CH3:29])=[C:23]([Cl:31])[CH:22]=4)[O:18][N:17]=3)[C:11]=2[CH3:15])[CH2:6]1)=[O:4].[C:32](=[O:35])([O-])[O-].[K+].[K+].[NH:38](CCO)[CH2:39][CH2:40][OH:41]. Product: [ClH:31].[Cl:31][C:23]1[CH:22]=[C:21]([C:19]2[O:18][N:17]=[C:16]([C:10]3[C:11]([CH3:15])=[C:12]4[C:7](=[CH:8][CH:9]=3)[CH2:6][N:5]([C:3](=[O:4])[CH2:2][NH:38][CH:39]([CH2:32][OH:35])[CH2:40][OH:41])[CH2:14][CH2:13]4)[N:20]=2)[CH:26]=[CH:25][C:24]=1[O:27][CH:28]([CH3:30])[CH3:29]. The catalyst class is: 10.